Dataset: Peptide-MHC class I binding affinity with 185,985 pairs from IEDB/IMGT. Task: Regression. Given a peptide amino acid sequence and an MHC pseudo amino acid sequence, predict their binding affinity value. This is MHC class I binding data. (1) The peptide sequence is RDYVDRFFKTL. The MHC is HLA-B08:01 with pseudo-sequence HLA-B08:01. The binding affinity (normalized) is 0.404. (2) The peptide sequence is KMVGTVQRV. The MHC is HLA-B07:02 with pseudo-sequence HLA-B07:02. The binding affinity (normalized) is 0.0847. (3) The peptide sequence is RVFNEYGFV. The MHC is HLA-A30:01 with pseudo-sequence HLA-A30:01. The binding affinity (normalized) is 0.542. (4) The peptide sequence is RVRQQVIQL. The MHC is HLA-B15:09 with pseudo-sequence HLA-B15:09. The binding affinity (normalized) is 0.0847. (5) The peptide sequence is ETLLPLTQY. The MHC is HLA-A01:01 with pseudo-sequence HLA-A01:01. The binding affinity (normalized) is 0.0380.